From a dataset of Reaction yield outcomes from USPTO patents with 853,638 reactions. Predict the reaction yield, written as a fraction of the theoretical maximum amount of product (1.0 means a 100% yield; for example, 0.34 means a 34% yield). (1) The reactants are Cl[C:2]1[CH:3]=[CH:4][C:5]([N+:9]([O-:11])=[O:10])=[C:6]([CH:8]=1)[NH2:7].[N:12]1([CH2:18][CH2:19][OH:20])[CH2:17][CH2:16][NH:15][CH2:14][CH2:13]1.C(=O)([O-])[O-].[K+].[K+].O. The catalyst is CN(C)C(=O)C. The product is [NH2:7][C:6]1[CH:8]=[C:2]([N:15]2[CH2:16][CH2:17][N:12]([CH2:18][CH2:19][OH:20])[CH2:13][CH2:14]2)[CH:3]=[CH:4][C:5]=1[N+:9]([O-:11])=[O:10]. The yield is 0.770. (2) The reactants are [Br:1][C:2]1[CH:3]=[C:4]([NH:8]N)[CH:5]=[CH:6][CH:7]=1.[C:10]([N:17]1[CH2:22][CH2:21][C:20](=O)[CH2:19][CH2:18]1)([O:12][C:13]([CH3:16])([CH3:15])[CH3:14])=[O:11].Cl.CC(OC(OC(OC(C)(C)C)=O)=O)(C)C.C(N(CC)CC)C. The catalyst is C(O)C.CN(C1C=CN=CC=1)C. The product is [Br:1][C:2]1[CH:7]=[CH:6][C:5]2[C:19]3[CH2:18][N:17]([C:10]([O:12][C:13]([CH3:16])([CH3:15])[CH3:14])=[O:11])[CH2:22][CH2:21][C:20]=3[NH:8][C:4]=2[CH:3]=1. The yield is 0.420. (3) The reactants are [Cl:1][C:2]1[C:7]([F:8])=[CH:6][CH:5]=[C:4]([Cl:9])[C:3]=1[C@H:10]([O:12][C:13]1[C:14]([NH2:28])=[N:15][CH:16]=[C:17](B2OC(C)(C)C(C)(C)O2)[CH:18]=1)[CH3:11].[C:29]([O:33][C:34]([N:36]1[CH2:41][CH2:40][CH:39]([N:42]2[CH:46]=[C:45](Br)[CH:44]=[N:43]2)[CH2:38][CH2:37]1)=[O:35])([CH3:32])([CH3:31])[CH3:30].C([O-])([O-])=O.[Na+].[Na+]. The catalyst is COCCOC.O. The product is [C:29]([O:33][C:34]([N:36]1[CH2:37][CH2:38][CH:39]([N:42]2[CH:46]=[C:45]([C:17]3[CH:16]=[N:15][C:14]([NH2:28])=[C:13]([O:12][C@@H:10]([C:3]4[C:4]([Cl:9])=[CH:5][CH:6]=[C:7]([F:8])[C:2]=4[Cl:1])[CH3:11])[CH:18]=3)[CH:44]=[N:43]2)[CH2:40][CH2:41]1)=[O:35])([CH3:32])([CH3:30])[CH3:31]. The yield is 0.650. (4) The reactants are [N:1]1([C:10](=[O:12])[CH3:11])[C:9]2[C:4](=[CH:5][CH:6]=[CH:7][CH:8]=2)[CH2:3][CH2:2]1.[Br:13]Br. The catalyst is C(O)(=O)C. The product is [Br:13][C:6]1[CH:5]=[C:4]2[C:9](=[CH:8][CH:7]=1)[N:1]([C:10](=[O:12])[CH3:11])[CH2:2][CH2:3]2. The yield is 0.960. (5) The reactants are Br[CH2:2][C:3]1[CH:4]=[C:5]([CH:8]=[CH:9][CH:10]=1)[C:6]#[N:7].[CH2:11]([CH2:13][NH2:14])[OH:12].C(=O)(O)[O-].[Na+]. The catalyst is C(#N)C. The product is [OH:12][CH2:11][CH2:13][NH:14][CH2:2][C:3]1[CH:4]=[C:5]([CH:8]=[CH:9][CH:10]=1)[C:6]#[N:7]. The yield is 0.540. (6) The product is [Cl:1][C:2]1[N:10]([CH2:11][CH:12]=[CH2:13])[C:9]2[C:8](=[O:14])[NH:7][C:6](=[O:15])[N:5]([CH2:23][CH2:24][CH2:25][C:26]([F:29])([F:28])[F:27])[C:4]=2[N:3]=1. The catalyst is CN(C=O)C. The reactants are [Cl:1][C:2]1[N:10]([CH2:11][CH:12]=[CH2:13])[C:9]2[C:8](=[O:14])[NH:7][C:6](=[O:15])[NH:5][C:4]=2[N:3]=1.C(=O)([O-])[O-].[Na+].[Na+].Br[CH2:23][CH2:24][CH2:25][C:26]([F:29])([F:28])[F:27]. The yield is 0.400. (7) The reactants are [NH2:1][C:2]1[C:7]([C:8]#[N:9])=[C:6](Cl)[N:5]=[CH:4][N:3]=1.Cl.Cl.[NH2:13][C:14]1([CH2:19][NH:20][C:21](=[O:30])[C:22]2[CH:27]=[CH:26][C:25]([F:28])=[CH:24][C:23]=2[F:29])[CH2:18][CH2:17][NH:16][CH2:15]1.C(=O)([O-])[O-].[K+].[K+]. The catalyst is CS(C)=O. The product is [NH2:13][C:14]1([CH2:19][NH:20][C:21](=[O:30])[C:22]2[CH:27]=[CH:26][C:25]([F:28])=[CH:24][C:23]=2[F:29])[CH2:18][CH2:17][N:16]([C:6]2[C:7]([C:8]#[N:9])=[C:2]([NH2:1])[N:3]=[CH:4][N:5]=2)[CH2:15]1. The yield is 0.700.